Dataset: Forward reaction prediction with 1.9M reactions from USPTO patents (1976-2016). Task: Predict the product of the given reaction. (1) Given the reactants [I-:1].[Mg+2:2].[I-].[C:4]([O:7][C:8]([CH3:13])([CH3:12])[C:9]([Br:11])=[O:10])(=[O:6])[CH3:5], predict the reaction product. The product is: [CH3:5][C:4]([O:7][C:8]([C:9]([Br:11])=[O:10])([CH3:13])[CH3:12])=[O:6].[Mg+2:2].[I-:1].[I-:1].[O:7]1[CH2:8][CH2:9][O:10][CH2:5][CH2:4]1. (2) Given the reactants Cl.[CH2:2]([N:9]1[CH2:14][CH2:13][CH:12]([C:15]([O:17]CC)=O)[C:11](=O)[CH2:10]1)[C:3]1[CH:8]=[CH:7][CH:6]=[CH:5][CH:4]=1.[O:21]1[CH2:26][CH2:25][N:24]([CH2:27][CH:28]([NH2:30])[NH2:29])[CH2:23][CH2:22]1, predict the reaction product. The product is: [CH2:2]([N:9]1[CH2:14][CH2:13][CH:12]2[C:11](=[N:30][C:28]([CH2:27][N:24]3[CH2:25][CH2:26][O:21][CH2:22][CH2:23]3)=[N:29][C:15]2=[O:17])[CH2:10]1)[C:3]1[CH:4]=[CH:5][CH:6]=[CH:7][CH:8]=1. (3) Given the reactants [F:1][C:2]([F:13])([F:12])[C:3]1[CH:4]=[C:5]([CH:9]=[CH:10][CH:11]=1)[C:6](Cl)=[O:7].C([N:16]([CH2:19][CH3:20])[CH2:17][CH3:18])C.Br[C:22]1[CH:23]=[C:24]([CH:26]=[CH:27][C:28]=1[CH3:29])[NH2:25].FC(F)(F)[C:32]1[CH:33]=[C:34](C=[CH:37][CH:38]=1)N, predict the reaction product. The product is: [CH:19]1[C:20]2[C:37](=[CH:38][CH:32]=[C:33]([C:22]3[CH:23]=[C:24]([NH:25][C:6](=[O:7])[C:5]4[CH:9]=[CH:10][CH:11]=[C:3]([C:2]([F:13])([F:12])[F:1])[CH:4]=4)[CH:26]=[CH:27][C:28]=3[CH3:29])[CH:34]=2)[CH:18]=[CH:17][N:16]=1. (4) Given the reactants [F:1][C:2]1[CH:3]=[C:4]2[C:8](=[CH:9][CH:10]=1)[NH:7][N:6]=[C:5]2[I:11].[O:12]1[CH2:17][CH2:16][CH2:15][CH:14](O)[CH2:13]1, predict the reaction product. The product is: [F:1][C:2]1[CH:3]=[C:4]2[C:8](=[CH:9][CH:10]=1)[N:7]([CH:14]1[CH2:15][CH2:16][CH2:17][O:12][CH2:13]1)[N:6]=[C:5]2[I:11]. (5) Given the reactants [CH3:1][N:2]1[CH2:10][C:9]2[C:8]3[CH:11]=[CH:12][C:13]([C:15]([C:17]4[N:18]=[CH:19][N:20]([C:22]([C:35]5[CH:40]=[CH:39][CH:38]=[CH:37][CH:36]=5)([C:29]5[CH:34]=[CH:33][CH:32]=[CH:31][CH:30]=5)[C:23]5[CH:28]=[CH:27][CH:26]=[CH:25][CH:24]=5)[CH:21]=4)=[O:16])=[CH:14][C:7]=3[CH:6]=[CH:5][C:4]=2[C:3]1=[O:41].[CH3:42][Mg]Br.[Cl-].[NH4+], predict the reaction product. The product is: [OH:16][C:15]([C:13]1[CH:12]=[CH:11][C:8]2[C:9]3[CH2:10][N:2]([CH3:1])[C:3](=[O:41])[C:4]=3[CH:5]=[CH:6][C:7]=2[CH:14]=1)([C:17]1[N:18]=[CH:19][N:20]([C:22]([C:29]2[CH:30]=[CH:31][CH:32]=[CH:33][CH:34]=2)([C:23]2[CH:28]=[CH:27][CH:26]=[CH:25][CH:24]=2)[C:35]2[CH:36]=[CH:37][CH:38]=[CH:39][CH:40]=2)[CH:21]=1)[CH3:42]. (6) The product is: [CH3:12][Si:13]([CH3:20])([CH3:19])[CH2:14][CH2:15][O:16][CH2:17][N:4]1[C:8]([C:9](=[O:11])[CH3:10])=[CH:7][CH:6]=[N:5]1. Given the reactants [H-].[Na+].Cl.[NH:4]1[C:8]([C:9](=[O:11])[CH3:10])=[CH:7][CH:6]=[N:5]1.[CH3:12][Si:13]([CH3:20])([CH3:19])[CH2:14][CH2:15][O:16][CH2:17]Cl, predict the reaction product. (7) Given the reactants [I-].[F:2][C:3]([F:30])([C:26]([F:29])([F:28])[F:27])[CH2:4][CH2:5][CH2:6][P+](C1C=CC=CC=1)(C1C=CC=CC=1)C1C=CC=CC=1.CC([O-])(C)C.[K+].[O:37]1[CH2:41][CH2:40][CH2:39][CH:38]1O, predict the reaction product. The product is: [F:30][C:3]([F:2])([C:26]([F:27])([F:28])[F:29])[CH2:4][CH2:5][CH:6]=[CH:41][CH2:40][CH2:39][CH2:38][OH:37].